This data is from Full USPTO retrosynthesis dataset with 1.9M reactions from patents (1976-2016). The task is: Predict the reactants needed to synthesize the given product. (1) The reactants are: [NH2:1][C@@H:2]([CH2:16][C:17]1[CH:22]=[CH:21][C:20]([Cl:23])=[CH:19][CH:18]=1)[CH2:3][NH:4][C:5]([NH:7]C(=O)C1C=CC=CC=1)=[S:6].[C:24](O[C:24]([O:26][C:27]([CH3:30])([CH3:29])[CH3:28])=[O:25])([O:26][C:27]([CH3:30])([CH3:29])[CH3:28])=[O:25].C([O-])([O-])=O.[K+].[K+]. Given the product [Cl:23][C:20]1[CH:19]=[CH:18][C:17]([CH2:16][C@H:2]([NH:1][C:24](=[O:25])[O:26][C:27]([CH3:30])([CH3:29])[CH3:28])[CH2:3][NH:4][C:5]([NH2:7])=[S:6])=[CH:22][CH:21]=1, predict the reactants needed to synthesize it. (2) Given the product [N+:41]([C:44]1[CH:45]=[CH:46][C:47]([C:48]([O:1][C@@H:2]2[CH2:3][CH2:4][C@@H:5]([CH3:21])[N:6]([C:8]([C:10]3[CH:15]=[CH:14][CH:13]=[CH:12][C:11]=3[N:16]3[N:20]=[CH:19][CH:18]=[N:17]3)=[O:9])[CH2:7]2)=[O:49])=[CH:51][CH:52]=1)([O-:43])=[O:42], predict the reactants needed to synthesize it. The reactants are: [OH:1][C@@H:2]1[CH2:7][N:6]([C:8]([C:10]2[CH:15]=[CH:14][CH:13]=[CH:12][C:11]=2[N:16]2[N:20]=[CH:19][CH:18]=[N:17]2)=[O:9])[C@H:5]([CH3:21])[CH2:4][CH2:3]1.C1(P(C2C=CC=CC=2)C2C=CC=CC=2)C=CC=CC=1.[N+:41]([C:44]1[CH:52]=[CH:51][C:47]([C:48](O)=[O:49])=[CH:46][CH:45]=1)([O-:43])=[O:42].CCOC(/N=N/C(OCC)=O)=O. (3) Given the product [NH2:7][C@H:8]([C:49]1[CH:50]=[CH:51][CH:52]=[CH:53][CH:54]=1)[CH2:9][N:10]1[C:15](=[O:16])[C:14]([N:17]2[CH2:22][CH2:21][N:20]([CH2:23][C:24]3[O:25][C:26]([C:29]([F:30])([F:31])[F:32])=[CH:27][CH:28]=3)[CH:19]([CH2:33][OH:34])[CH2:18]2)=[C:13]([CH3:35])[N:12]([CH2:36][C:37]2[C:42]([C:43]([F:45])([F:46])[F:44])=[CH:41][CH:40]=[CH:39][C:38]=2[F:47])[C:11]1=[O:48], predict the reactants needed to synthesize it. The reactants are: C(OC(=O)[NH:7][C@H:8]([C:49]1[CH:54]=[CH:53][CH:52]=[CH:51][CH:50]=1)[CH2:9][N:10]1[C:15](=[O:16])[C:14]([N:17]2[CH2:22][CH2:21][N:20]([CH2:23][C:24]3[O:25][C:26]([C:29]([F:32])([F:31])[F:30])=[CH:27][CH:28]=3)[CH:19]([CH2:33][OH:34])[CH2:18]2)=[C:13]([CH3:35])[N:12]([CH2:36][C:37]2[C:42]([C:43]([F:46])([F:45])[F:44])=[CH:41][CH:40]=[CH:39][C:38]=2[F:47])[C:11]1=[O:48])(C)(C)C.FC(F)(F)C(O)=O.C(=O)(O)[O-].[Na+].